Dataset: Human Reference Interactome with 51,813 positive PPI pairs across 8,248 proteins, plus equal number of experimentally-validated negative pairs. Task: Binary Classification. Given two protein amino acid sequences, predict whether they physically interact or not. (1) Protein 1 (ENSG00000090539) has sequence MPSLPAPPAPLLLLGLLLLGSRPARGAGPEPPVLPIRSEKEPLPVRGAAGCTFGGKVYALDETWHPDLGEPFGVMRCVLCACEAPQWGRRTRGPGRVSCKNIKPECPTPACGQPRQLPGHCCQTCPQERSSSERQPSGLSFEYPRDPEHRSYSDRGEPGAEERARGDGHTDFVALLTGPRSQAVARARVSLLRSSLRFSISYRRLDRPTRIRFSDSNGSVLFEHPAAPTQDGLVCGVWRAVPRLSLRLLRAEQLHVALVTLTHPSGEVWGPLIRHRALAAETFSAILTLEGPPQQGVGGI.... Protein 2 (ENSG00000091844) has sequence MRKRQQSQNEGTPAVSQAPGNQRPNNTCCFCWCCCCSCSCLTVRNEERGENAGRPTHTTKMESIQVLEECQNPTAEEVLSWSQNFDKMMKAPAGRNLFREFLRTEYSEENLLFWLACEDLKKEQNKKVIEEKARMIYEDYISILSPKEVSLDSRVREVINRNLLDPNPHMYEDAQLQIYTLMHRDSFPRFLNSQIYKSFVESTAGSSSES*. Result: 1 (the proteins interact). (2) Protein 1 (ENSG00000145979) has sequence MTEDSQRNFRSVYYEKVGFRGVEEKKSLEILLKDDRLGILPPHHESHAKVMMYRKEQYLDVLHALKVVRFVSDATPQAEVYLRMYQLESGKLPRSPSFPLEPDDEVFLAIAKAMEEMVEDSVDCYWITRRFVNQLNTKYRDSLPQLPKAFEQYLNLEDGRLLTHLRMCSAAPKLPYDLWFKRCFAGCLPESSLQRVWDKVVSGSCKILVFVAVEILLTFKIKVMALNSAEKITKFLENIPQDSSDAIVSKAIDLWHKHCGTPVHSS*MTEDSQRNFRSVYYEKVGFRGVEEKKSLEILLK.... Protein 2 (ENSG00000077380) has sequence MSDKSELKAELERKKQRLAQIREEKKRKEEERKKKETDQKKEAVAPVQEESDLEKKRREAEALLQSMGLTPESPIVPPPMSPSSKSVSTPSEAGSQDSGDGAVGSRRGPIKLGMAKITQVDFPPREIVTYTKETQTPVMAQPKEDEEEDDDVVAPKPPIEPEEEKTLKKDEENDSKAPPHELTEEEKQQILHSEEFLSFFDHSTRIVERALSEQINIFFDYSGRDLEDKEGEIQAGAKLSLNRQFFDERWSKHRVVSCLDWSSQYPELLVASYNNNEDAPHEPDGVALVWNMKYKKTTPE.... Result: 0 (the proteins do not interact). (3) Protein 1 (ENSG00000214447) has sequence MHLALTTVLLWAWGLQAFEIVEKENIFQRTPCPAFLMFENAAYLADMSFELPCHCKPEEVPAVVWFYQKHLGSSHTKVLTDFDGRVLTEAAQVRVGSDMLTRFSIRMFSLLVFRAQSEDSGLYFCGTRKGDYFYAYDVDIQNSEGMVATFQDKGQEPFADEYYGHLHVFTTFWEWTPCDRCGVRGEQWRIGLCYLQSPDLSPRYLKAVPDVVSCGSRAVPRKLRTKARDHTPEVLVRSCLVPCEKTKTIREGVLAIINYVSKVGSRPWVPQVPIQFHQQRLGHGLIISCPGARPEHAVAW.... Protein 2 (ENSG00000166333) has sequence MDDIFTQCREGNAVAVRLWLDNTENDLNQGDDHGFSPLHWACREGRSAVVEMLIMRGARINVMNRGDDTPLHLAASHGHRDIVQKLLQYKADINAVNEHGNVPLHYACFWGQDQVAEDLVANGALVSICNKYGEMPVDKAKAPLRELLRERAEKMGQNLNRIPYKDTFWKGTTRTRPRNGTLNKHSGIDFKQLNFLTKLNENHSGELWKGRWQGNDIVVKVLKVRDWSTRKSRDFNEECPRLRIFSHPNVLPVLGACQSPPAPHPTLITHWMPYGSLYNVLHEGTNFVVDQSQAVKFALD.... Result: 0 (the proteins do not interact). (4) Protein 1 (ENSG00000171853) has sequence MEDAGGGEETPAPEAPHPPQLAPPEEQGLLFQEETIDLGGDEFGSEENETASEGSSPLADKLNEHMMESVLISDSPNSEGDAGDLGRVRDEAEPGGEGDPGPEPAGTPSPSGEADGDCAPEDAAPSSGGAPRQDAAREVPGSEAARPEQEPPVAEPVPVCTIFSQRAPPASGDGFEPQMVKSPSFGGASEASARTPPQVVQPSPSLSTFFGDTAASHSLASDFFDSFTTSAFISVSNPGAGSPAPASPPPLAVPGTEGRPEPVAMRGPQAAAPPASPEPFAHIQAVFAGSDDPFATALSM.... Protein 2 (ENSG00000262655) has sequence MRLSPAPLKLSRTPALLALALPLAAALAFSDETLDKVPKSEGYCSRILRAQGTRREGYTEFSLRVEGDPDFYKPGTSYRVTLSAAPPSYFRGFTLIALRENREGDKEEDHAGTFQIIDEEETQFMSNCPVAVTESTPRRRTRIQVFWIAPPAGTGCVILKASIVQKRIIYFQDEGSLTKKLCEQDSTFDGVTDKPILDCCACGTAKYRLTFYGNWSEKTHPKDYPRRANHWSAIIGGSHSKNYVLWEYGGYASEGVKQVAELGSPVKMEEEIRQQSDEVLTVIKAKAQWPAWQPLNVRAA.... Result: 0 (the proteins do not interact). (5) Protein 1 (ENSG00000146809) has sequence MDTNDDPDEDHLTSYDIQLSIQESIEASKTALCPERFVPLSAQNRKLVEAIKQGHIPELQEYVKYKYAMDEADEKGWFPLHEAVVQPIQQILEIVLDASYKTLWEFKTCDGETPLTLAVKAGLVENVRTLLEKGVWPNTKNDKGETPLLIAVKKGSYDMVSTLIKHNTSLDQPCVKRWSAMHEAAKQGRKDIVALLLKHGGNVHLRDGFGVTPLGVAAEYGHCDVLEHLIHKGGDVLALADDGASVLFEAAGGGNPDCISLLLEYGGSGNVPNRAGHLPIHRAAYEGHYLALKYLIPVTS.... Protein 2 (ENSG00000121671) has sequence MPAPPGRTHTWFLLQSLEDLDTSLRKLNSRLFVVRGQPADVFPRLFKEWGVTRLTFEYDSEPFGKERDAAIMKMAKEAGVEVVTENSHTLYDLDRIIELNGQKPPLTYKRFQAIISRMELPKKPVGLVTSQQMESCRAEIQENHDETYGVPSLEELGFPTEGLGPAVWQGGETEALARLDKHLERKAWVANYERPRMNANSLLASPTGLSPYLRFGCLSCRLFYYRLWDLYKKVKRNSTPPLSLFGQLLWREFFYTAATNNPRFDRMEGNPICIQIPWDRNPEALAKWAEGKTGFPWIDA.... Result: 0 (the proteins do not interact). (6) Protein 1 (ENSG00000126945) has sequence MMLSTEGREGFVVKVRGLPWSCSADEVMRFFSDCKIQNGTSGIRFIYTREGRPSGEAFVELESEEEVKLALKKDRETMGHRYVEVFKSNSVEMDWVLKHTGPNSPDTANDGFVRLRGLPFGCSKEEIVQFFSGLEIVPNGMTLPVDFQGRSTGEAFVQFASQEIAEKALKKHKERIGHRYIEIFKSSRAEVRTHYDPPRKLMAMQRPGPYDRPGAGRGYNSIGRGAGFERMRRGAYGGGYGGYDDYGGYNDGYGFGSDRFGRDLNYCFSGMSDHRYGDGGSSFQSTTGHCVHMRGLPYRA.... Protein 2 (ENSG00000135097) has sequence METDAPQPGLASPDSPHDPCKMFIGGLSWQTTQEGLREYFGQFGEVKECLVMRDPLTKRSRGFGFVTFMDQAGVDKVLAQSRHELDSKTIDPKVAFPRRAQPKMVTRTKKIFVGGLSVNTTVEDVKQYFEQFGKVDDAMLMFDKTTNRHRGFGFVTFESEDIVEKVCEIHFHEINNKMVECKKAQPKEVMSPTGSARGRSRVMPYGMDAFMLGIGMLGYPGFQATTYASRSYTGLAPGYTYQFPEFRVERTPLPSAPVLPELTAIPLTAYGPMAAAAAAAAVVRGTGSHPWTMAPPPGST.... Result: 1 (the proteins interact). (7) Protein 1 (ENSG00000121297) has sequence MPRRKQQAPRRAAAYVSEELKAAALVDEGLDPEEHTADGEPSAKYMCPEKELARACPSYQNSPAAEFSCHEMDSESHISETSDRMADFESGSIKNEEETKEVTVPLEDTTVSDSLEQMKAVYNNFLSNSYWSNLNLNLHQPSSEKNNGSSSSSSSSSSSCGSGSFDWHQSAMAKTLQQVSQSRMLPEPSLFSTVQLYRQSSKLYGSIFTGASKFRCKDCSAAYDTLVELTVHMNETGHYRDDNHETDNNNPKRWSKPRKRSLLEMEGKEDAQKVLKCMYCGHSFESLQDLSVHMIKTKHY.... Protein 2 (ENSG00000159409) has sequence MKEPDAIKLFVGQIPRHLEEKDLKPIFEQFGRIFELTVIKDKYTGLHKGCAFLTYCARDSALKAQSALHEQKTLPGMNRPIQVKPADSESRGEDRKLFVGMLGKQQTDEDVRKMFEPFGTIDECTVLRGPDGTSKGCAFVKFQTHAEAQAAINTLHSSRTLPGASSSLVVKFADTEKERGLRRMQQVATQLGMFSPIALQFGAYSAYTQALMQQQAALVAAHSAYLSPMATMAAVQMQHMAAINANGLIATPITPSSGTSTPPAIAATPVSAIPAALGVNGYSPVPTQPTGQPAPDALYP.... Result: 0 (the proteins do not interact).